From a dataset of Reaction yield outcomes from USPTO patents with 853,638 reactions. Predict the reaction yield, written as a fraction of the theoretical maximum amount of product (1.0 means a 100% yield; for example, 0.34 means a 34% yield). (1) The reactants are [NH2:1][CH:2]1[CH2:5][N:4]([C:6]([C:8]2[CH:9]=[C:10]([CH:23]=[CH:24][C:25]=2[F:26])[CH2:11][C:12]2[C:21]3[C:16](=[CH:17][CH:18]=[CH:19][CH:20]=3)[C:15](=[O:22])[NH:14][N:13]=2)=[O:7])[CH2:3]1.[CH:27](=O)[CH2:28][CH2:29][CH2:30][CH3:31].C(O[BH-](OC(=O)C)OC(=O)C)(=O)C.[Na+]. No catalyst specified. The product is [F:26][C:25]1[CH:24]=[CH:23][C:10]([CH2:11][C:12]2[C:21]3[C:16](=[CH:17][CH:18]=[CH:19][CH:20]=3)[C:15](=[O:22])[NH:14][N:13]=2)=[CH:9][C:8]=1[C:6]([N:4]1[CH2:3][CH:2]([NH:1][CH2:27][CH2:28][CH2:29][CH2:30][CH3:31])[CH2:5]1)=[O:7]. The yield is 0.830. (2) The product is [CH3:1][O:2][C:3]1[CH:4]=[N:5][C:6]([N:9]2[C:13](=[O:14])[CH2:12][C:11]([CH3:19])([CH3:10])[CH2:17][C:16]2=[O:15])=[N:7][CH:8]=1. The reactants are [CH3:1][O:2][C:3]1[CH:4]=[N:5][C:6]([NH2:9])=[N:7][CH:8]=1.[CH3:10][C:11]1([CH3:19])[CH2:17][C:16](=O)[O:15][C:13](=[O:14])[CH2:12]1. The catalyst is ClCCl. The yield is 0.400. (3) The reactants are Cl.[F:2][C:3]1[CH:4]=[C:5]([CH:43]=[CH:44][CH:45]=1)[CH2:6][N:7]1[CH:11]=[C:10]([C:12]2[C:20]3[C:15](=[N:16][CH:17]=[C:18]([C:21]4[CH:26]=[CH:25][C:24]([N:27]5[CH2:32][CH2:31][NH:30][CH2:29][CH2:28]5)=[CH:23][CH:22]=4)[CH:19]=3)[N:14]([S:33]([C:36]3[CH:42]=[CH:41][C:39]([CH3:40])=[CH:38][CH:37]=3)(=[O:35])=[O:34])[CH:13]=2)[CH:9]=[N:8]1.Cl[CH2:47][C:48]([NH2:50])=[O:49].C(=O)(O)[O-].[Na+]. The catalyst is CC(C)=O.C(O)C. The product is [F:2][C:3]1[CH:4]=[C:5]([CH:43]=[CH:44][CH:45]=1)[CH2:6][N:7]1[CH:11]=[C:10]([C:12]2[C:20]3[C:15](=[N:16][CH:17]=[C:18]([C:21]4[CH:26]=[CH:25][C:24]([N:27]5[CH2:28][CH2:29][N:30]([CH2:47][C:48]([NH2:50])=[O:49])[CH2:31][CH2:32]5)=[CH:23][CH:22]=4)[CH:19]=3)[N:14]([S:33]([C:36]3[CH:42]=[CH:41][C:39]([CH3:40])=[CH:38][CH:37]=3)(=[O:34])=[O:35])[CH:13]=2)[CH:9]=[N:8]1. The yield is 0.490. (4) The reactants are [CH3:1][C:2]1[NH:3][CH:4]=[C:5]([CH3:10])[C:6]=1[C:7]([OH:9])=O.[N:11]1([CH2:16][C@@H:17]2[CH2:22][CH2:21][CH2:20][NH:19][CH2:18]2)[CH2:15][CH2:14][CH2:13][CH2:12]1.[CH:23]1[CH:24]=[CH:25][C:26]2[N:31](O)N=N[C:27]=2[CH:28]=1.[CH2:33]([Cl:36])[CH2:34]Cl.[CH2:37]1C[O:40][CH2:39][CH2:38]1. The catalyst is C(#N)C. The product is [Cl:36][C:33]1[CH:34]=[CH:5][C:6]([C:28]2[CH:23]=[CH:24][CH:25]=[C:26]3[C:27]=2/[C:38](=[CH:37]/[C:4]2[NH:3][C:2]([CH3:1])=[C:6]([C:7]([N:19]4[CH2:20][CH2:21][CH2:22][C@@H:17]([CH2:16][N:11]5[CH2:15][CH2:14][CH2:13][CH2:12]5)[CH2:18]4)=[O:9])[C:5]=2[CH3:10])/[C:39](=[O:40])[NH:31]3)=[CH:2][CH:1]=1. The yield is 0.550. (5) The reactants are Br[C:2]1[CH:7]=[C:6]([F:8])[CH:5]=[C:4]([Br:9])[CH:3]=1.C(O[K])(C)(C)C.[CH3:16][N:17]([CH3:22])[CH2:18][CH2:19][NH:20]C. The catalyst is C1(C)C=CC=CC=1. The product is [Br:9][C:4]1[CH:3]=[C:2]([NH:20][CH2:19][CH2:18][N:17]([CH3:22])[CH3:16])[CH:7]=[C:6]([F:8])[CH:5]=1. The yield is 0.248. (6) The reactants are [Cl:1][C:2]1[CH:7]=[CH:6][N:5]=[C:4]2[N:8]([Si:11]([CH:18]([CH3:20])[CH3:19])([CH:15]([CH3:17])[CH3:16])[CH:12]([CH3:14])[CH3:13])[CH:9]=[CH:10][C:3]=12.[Li][CH:22](CC)C.CI. The catalyst is O1CCCC1. The product is [Cl:1][C:2]1[C:7]([CH3:22])=[CH:6][N:5]=[C:4]2[N:8]([Si:11]([CH:15]([CH3:17])[CH3:16])([CH:18]([CH3:20])[CH3:19])[CH:12]([CH3:13])[CH3:14])[CH:9]=[CH:10][C:3]=12. The yield is 0.860. (7) The reactants are [O:1]=[C:2]1[CH2:7][CH2:6][C:5]([C:13]([O:15][CH2:16][CH3:17])=[O:14])([C:8]([O:10][CH2:11][CH3:12])=[O:9])[CH2:4][CH2:3]1.[CH2:18](O)[CH2:19][OH:20].O.C1(C)C=CC(S(O)(=O)=O)=CC=1. The catalyst is C1C=CC=CC=1.CCOCC. The product is [O:20]1[C:2]2([CH2:3][CH2:4][C:5]([C:8]([O:10][CH2:11][CH3:12])=[O:9])([C:13]([O:15][CH2:16][CH3:17])=[O:14])[CH2:6][CH2:7]2)[O:1][CH2:18][CH2:19]1. The yield is 1.00.